Dataset: Forward reaction prediction with 1.9M reactions from USPTO patents (1976-2016). Task: Predict the product of the given reaction. (1) Given the reactants [CH:1]([NH:4][C:5]1[C:10](Br)=[N:9][C:8]([Br:12])=[CH:7][N:6]=1)([CH3:3])[CH3:2].[OH-:13].[K+], predict the reaction product. The product is: [Br:12][C:8]1[N:9]=[C:10]([OH:13])[C:5]([NH:4][CH:1]([CH3:3])[CH3:2])=[N:6][CH:7]=1. (2) Given the reactants O=C1C(=[C:11]([C:14]#[N:15])[C:12]#[N:13])C2C(=CC=C(S(N3CCCC3COC3C=CC=CC=3)(=O)=O)C=2)N1.[Br:32][C:33]1[CH:66]=[CH:65][C:36]([CH2:37][N:38]2[C:46]3[C:41](=[CH:42][C:43]([S:47]([N:50]4[CH2:54][CH2:53][CH2:52][CH:51]4[CH2:55][O:56][C:57]4[CH:58]=[N:59][CH:60]=[CH:61][CH:62]=4)(=[O:49])=[O:48])=[CH:44][CH:45]=3)[C:40](=O)[C:39]2=[O:64])=[CH:35][CH:34]=1, predict the reaction product. The product is: [Br:32][C:33]1[CH:34]=[CH:35][C:36]([CH2:37][N:38]2[C:46]3[C:41](=[CH:42][C:43]([S:47]([N:50]4[CH2:54][CH2:53][CH2:52][CH:51]4[CH2:55][O:56][C:57]4[CH:58]=[N:59][CH:60]=[CH:61][CH:62]=4)(=[O:49])=[O:48])=[CH:44][CH:45]=3)[C:40](=[C:11]([C:14]#[N:15])[C:12]#[N:13])[C:39]2=[O:64])=[CH:65][CH:66]=1. (3) Given the reactants [CH:1]1[CH:2]=[CH:3][C:4]2[S:9][N:8]=[C:7]([N:10]3[CH2:15][CH2:14][N:13]([CH2:16][CH2:17][C:18]4[CH:19]=[C:20]5[CH2:28][C:26](=[O:27])[NH:25][C:21]5=[CH:22][C:23]=4[Cl:24])[CH2:12][CH2:11]3)[C:5]=2[CH:6]=1.C1COCC1.[CH2:34]([S:36]([OH:39])(=[O:38])=[O:37])[CH3:35], predict the reaction product. The product is: [CH:1]1[CH:2]=[CH:3][C:4]2[S:9][N:8]=[C:7]([N:10]3[CH2:11][CH2:12][N:13]([CH2:16][CH2:17][C:18]4[CH:19]=[C:20]5[CH2:28][C:26](=[O:27])[NH:25][C:21]5=[CH:22][C:23]=4[Cl:24])[CH2:14][CH2:15]3)[C:5]=2[CH:6]=1.[S:36]([CH2:34][CH3:35])([O-:39])(=[O:38])=[O:37]. (4) The product is: [CH2:8]([N:7]1[C:2]2[N:1]=[CH:15][N:14]([CH3:16])[C:3]=2[C:4](=[O:13])[NH:5][C:6]1=[S:12])[CH:9]([CH3:11])[CH3:10]. Given the reactants [NH2:1][C:2]1[N:7]([CH2:8][CH:9]([CH3:11])[CH3:10])[C:6](=[S:12])[NH:5][C:4](=[O:13])[C:3]=1[NH:14][CH3:15].[CH:16](O)=O, predict the reaction product. (5) Given the reactants [CH3:1][O:2][C:3]1[CH:10]=[CH:9][C:6]([CH:7]=O)=[CH:5][N:4]=1.[NH2:11][C:12]1[CH:13]=[C:14]([CH:19]=[C:20]([O:22][CH3:23])[CH:21]=1)[O:15][CH2:16][CH2:17][OH:18], predict the reaction product. The product is: [CH3:23][O:22][C:20]1[CH:19]=[C:14]([CH:13]=[C:12]([N:11]=[CH:7][C:6]2[CH:5]=[N:4][C:3]([O:2][CH3:1])=[CH:10][CH:9]=2)[CH:21]=1)[O:15][CH2:16][CH2:17][OH:18].